This data is from Full USPTO retrosynthesis dataset with 1.9M reactions from patents (1976-2016). The task is: Predict the reactants needed to synthesize the given product. (1) Given the product [C:1]1([N:7]2[CH:11]=[C:10]([C:12]([NH:14][CH2:15][CH2:16][NH:17][C:18]([N:36]3[CH2:37][CH2:38][CH:33]([C:32]([F:40])([F:39])[F:31])[CH2:34][CH2:35]3)=[O:19])=[O:13])[C:9]([C:27]([F:30])([F:28])[F:29])=[N:8]2)[CH:6]=[CH:5][CH:4]=[CH:3][CH:2]=1, predict the reactants needed to synthesize it. The reactants are: [C:1]1([N:7]2[CH:11]=[C:10]([C:12]([NH:14][CH2:15][CH2:16][NH:17][C:18](=O)[O:19]C3C=CC=CC=3)=[O:13])[C:9]([C:27]([F:30])([F:29])[F:28])=[N:8]2)[CH:6]=[CH:5][CH:4]=[CH:3][CH:2]=1.[F:31][C:32]([F:40])([F:39])[CH:33]1[CH2:38][CH2:37][NH:36][CH2:35][CH2:34]1.C(=O)([O-])[O-].[Cs+].[Cs+]. (2) Given the product [CH3:16][O:10][C:7]12[CH2:8][CH2:9][C:4]([C:11]([O:13][CH2:14][CH3:15])=[O:12])([CH2:5][CH2:6]1)[C:1](=[O:3])[CH2:2]2, predict the reactants needed to synthesize it. The reactants are: [C:1]([C:4]1([C:11]([O:13][CH2:14][CH3:15])=[O:12])[CH2:9][CH2:8][C:7](=[O:10])[CH2:6][CH2:5]1)(=[O:3])[CH3:2].[CH:16](OC)(OC)OC.Cl. (3) The reactants are: [C:1]([CH2:3][C:4]([OH:6])=O)#[N:2].C([Li])CCC.[Cl:12][C:13]1[CH:14]=[C:15]([CH:19]=[CH:20][C:21]=1[Cl:22])C(Cl)=O. Given the product [Cl:12][C:13]1[CH:14]=[C:15]([C:4](=[O:6])[CH2:3][C:1]#[N:2])[CH:19]=[CH:20][C:21]=1[Cl:22], predict the reactants needed to synthesize it. (4) Given the product [F:1][C:2]1[CH:10]=[CH:9][C:8]2[CH:7]([CH2:11][N:51]3[CH2:56][CH2:55][NH:54][CH2:53][CH2:52]3)[CH2:6][CH2:5][C:4]=2[C:3]=1[C:13]#[N:14], predict the reactants needed to synthesize it. The reactants are: [F:1][C:2]1[CH:10]=[CH:9][C:8]2[CH:7]([CH2:11]O)[CH2:6][CH2:5][C:4]=2[C:3]=1[C:13]#[N:14].CC(OI1(OC(C)=O)(OC(C)=O)OC(=O)C2C1=CC=CC=2)=O.[O-]S([O-])(=S)=O.[Na+].[Na+].C([N:51]1[CH2:56][CH2:55][NH:54][CH2:53][CH2:52]1)(OC(C)(C)C)=O.C([BH3-])#N.[Na+]. (5) Given the product [F:23][C:22]1[C:13]([F:12])=[CH:14][C:15]2[N:19]=[C:18]([S:20][CH2:10][CH2:9][N:6]3[CH2:7][CH2:8][N:3]([CH:1]=[O:2])[CH2:4][CH2:5]3)[NH:17][C:16]=2[CH:21]=1, predict the reactants needed to synthesize it. The reactants are: [CH:1]([N:3]1[CH2:8][CH2:7][N:6]([CH2:9][CH2:10]O)[CH2:5][CH2:4]1)=[O:2].[F:12][C:13]1[C:22]([F:23])=[CH:21][C:16]2[N:17]=[C:18]([SH:20])[NH:19][C:15]=2[CH:14]=1.C(N(C(C)C)CC)(C)C.[I-].C(C[P+](C)(C)C)#N. (6) Given the product [CH3:1][C@@H:2]1[CH2:7][N:6]([C:8]2[CH:17]=[CH:16][CH:15]=[C:14]3[C:9]=2[CH:10]=[CH:11][C:12]([CH3:18])=[N:13]3)[CH2:5][CH2:4][N:3]1[CH2:19][CH2:20][C:21]1[CH:30]=[CH:29][CH:28]=[C:27]2[C:22]=1[CH:23]=[CH:24][C:25]1[N:26]2[N:31]=[N:32][C:33]=1[C:34]([O-:36])=[O:35].[NH4+:3], predict the reactants needed to synthesize it. The reactants are: [CH3:1][C@@H:2]1[CH2:7][N:6]([C:8]2[CH:17]=[CH:16][CH:15]=[C:14]3[C:9]=2[CH:10]=[CH:11][C:12]([CH3:18])=[N:13]3)[CH2:5][CH2:4][N:3]1[CH2:19][CH2:20][C:21]1[CH:30]=[CH:29][CH:28]=[C:27]2[C:22]=1[CH:23]=[CH:24][C:25]1[N:26]2[N:31]=[N:32][C:33]=1[C:34]([O:36]CC)=[O:35].[OH-].[K+]. (7) Given the product [Cl:37][C:38]1[CH:43]=[CH:42][CH:41]=[CH:40][C:39]=1[C:44]1[O:48][C:47]([C:49]2[CH:54]=[CH:53][N:52]=[C:51]([NH:55][C:1](=[O:5])[CH2:2][CH3:3])[CH:50]=2)=[N:46][C:45]=1[C:56]1[NH:60][CH:59]=[N:58][N:57]=1, predict the reactants needed to synthesize it. The reactants are: [C:1]([OH:5])(=O)[CH2:2][CH3:3].CN(C(ON1N=NC2C=CC=NC1=2)=[N+](C)C)C.F[P-](F)(F)(F)(F)F.CN1CCOCC1.[Cl:37][C:38]1[CH:43]=[CH:42][CH:41]=[CH:40][C:39]=1[C:44]1[O:48][C:47]([C:49]2[CH:54]=[CH:53][N:52]=[C:51]([NH2:55])[CH:50]=2)=[N:46][C:45]=1[C:56]1[N:60](COCC[Si](C)(C)C)[CH:59]=[N:58][N:57]=1. (8) Given the product [F:47][C:44]1[S:43][C:42]([NH:41][S:38]([N:32]2[CH2:31][CH2:30][C:29]3[C:34](=[CH:35][CH:36]=[CH:37][C:28]=3[C:19]3[CH:20]=[CH:21][C:22]([C:24]([F:26])([F:25])[F:27])=[CH:23][C:18]=3[C:5]3[CH2:4][CH2:3][N:2]([CH3:1])[CH2:7][CH:6]=3)[CH2:33]2)(=[O:39])=[O:40])=[N:46][CH:45]=1, predict the reactants needed to synthesize it. The reactants are: [CH3:1][N:2]1[CH2:7][CH:6]=[C:5](B2OC(C)(C)C(C)(C)O2)[CH2:4][CH2:3]1.Br[C:18]1[CH:23]=[C:22]([C:24]([F:27])([F:26])[F:25])[CH:21]=[CH:20][C:19]=1[C:28]1[CH:37]=[CH:36][CH:35]=[C:34]2[C:29]=1[CH2:30][CH2:31][N:32]([S:38]([NH:41][C:42]1[S:43][C:44]([F:47])=[CH:45][N:46]=1)(=[O:40])=[O:39])[CH2:33]2.P([O-])([O-])([O-])=O.[K+].[K+].[K+]. (9) Given the product [CH:13]1([CH2:12][CH2:11][N:10]2[C:3]3[N:4]=[C:5]([C:8]#[N:9])[N:6]=[CH:7][C:2]=3[CH:21]=[C:20]2[CH2:19][C:22]2[CH:27]=[CH:26][C:25]([N:28]3[CH2:32][CH2:31][CH2:30][C:29]3=[O:33])=[CH:24][CH:23]=2)[CH2:18][CH2:17][CH2:16][CH2:15][CH2:14]1, predict the reactants needed to synthesize it. The reactants are: Br[C:2]1[C:3]([NH:10][CH2:11][CH2:12][CH:13]2[CH2:18][CH2:17][CH2:16][CH2:15][CH2:14]2)=[N:4][C:5]([C:8]#[N:9])=[N:6][CH:7]=1.[CH2:19]([C:22]1[CH:27]=[CH:26][C:25]([N:28]2[CH2:32][CH2:31][CH2:30][C:29]2=[O:33])=[CH:24][CH:23]=1)[C:20]#[CH:21]. (10) Given the product [C:41]1([C:40]2[CH:44]=[CH:45][CH:46]=[CH:38][CH:39]=2)[CH:5]=[CH:4][C:3]([CH2:6][N:7]2[C:15]3[C:10](=[CH:11][C:12]([O:16][CH2:17][CH2:18][CH2:19][N:20]4[CH2:25][CH2:24][CH2:23][CH2:22][CH2:21]4)=[CH:13][CH:14]=3)[CH2:9][CH2:8]2)=[CH:2][CH:42]=1, predict the reactants needed to synthesize it. The reactants are: O1[CH:5]=[CH:4][C:3]([CH2:6][N:7]2[C:15]3[C:10](=[CH:11][C:12]([O:16][CH2:17][CH2:18][CH2:19][N:20]4[CH2:25][CH2:24][CH2:23][CH2:22][CH2:21]4)=[CH:13][CH:14]=3)[CH2:9][CH2:8]2)=[CH:2]1.Cl.Cl.N1(CCCO[C:38]2[CH:39]=[C:40]3[C:44](=[CH:45][CH:46]=2)N[CH2:42][CH2:41]3)CCCCC1.O1C=CC(C=O)=C1.